From a dataset of Peptide-MHC class I binding affinity with 185,985 pairs from IEDB/IMGT. Regression. Given a peptide amino acid sequence and an MHC pseudo amino acid sequence, predict their binding affinity value. This is MHC class I binding data. (1) The peptide sequence is AQNAISTTF. The MHC is HLA-A02:01 with pseudo-sequence HLA-A02:01. The binding affinity (normalized) is 0.0847. (2) The peptide sequence is HPFIYVIRHV. The MHC is HLA-B35:01 with pseudo-sequence HLA-B35:01. The binding affinity (normalized) is 0.181. (3) The peptide sequence is LGFGAYMSK. The MHC is HLA-A68:01 with pseudo-sequence HLA-A68:01. The binding affinity (normalized) is 0.501. (4) The peptide sequence is KELSPRWYFY. The MHC is HLA-B45:01 with pseudo-sequence HLA-B45:01. The binding affinity (normalized) is 0.228. (5) The peptide sequence is SALMTLDDLA. The MHC is HLA-A02:03 with pseudo-sequence HLA-A02:03. The binding affinity (normalized) is 0.284. (6) The peptide sequence is NENPGGYCL. The MHC is HLA-B18:01 with pseudo-sequence HLA-B18:01. The binding affinity (normalized) is 0.603. (7) The peptide sequence is GVVTKNGGY. The MHC is HLA-A26:01 with pseudo-sequence HLA-A26:01. The binding affinity (normalized) is 0.343.